Dataset: Full USPTO retrosynthesis dataset with 1.9M reactions from patents (1976-2016). Task: Predict the reactants needed to synthesize the given product. (1) Given the product [F:40][CH:14]([F:13])[C:15]1[O:16][C:17]2[CH:23]=[C:22]([C:24]([NH:1][C:2]3[CH:7]=[CH:6][C:5]([CH3:8])=[CH:4][N:3]=3)=[O:25])[CH:21]=[C:20]([O:29][C:30]3[CH:31]=[CH:32][C:33]([S:36]([CH3:39])(=[O:37])=[O:38])=[CH:34][CH:35]=3)[C:18]=2[CH:19]=1, predict the reactants needed to synthesize it. The reactants are: [NH2:1][C:2]1[CH:7]=[CH:6][C:5]([CH3:8])=[CH:4][N:3]=1.[Al](Cl)(C)C.[F:13][CH:14]([F:40])[C:15]1[O:16][C:17]2[CH:23]=[C:22]([C:24](OCC)=[O:25])[CH:21]=[C:20]([O:29][C:30]3[CH:35]=[CH:34][C:33]([S:36]([CH3:39])(=[O:38])=[O:37])=[CH:32][CH:31]=3)[C:18]=2[CH:19]=1. (2) The reactants are: [Br:1][C:2]1[CH:3]=[C:4]([NH2:8])[CH:5]=[N:6][CH:7]=1.[C:9](O[C:9]([O:11][C:12]([CH3:15])([CH3:14])[CH3:13])=[O:10])([O:11][C:12]([CH3:15])([CH3:14])[CH3:13])=[O:10].C[Si]([N-][Si](C)(C)C)(C)C.[Na+].C1COCC1. Given the product [Br:1][C:2]1[CH:3]=[C:4]([NH:8][C:9](=[O:10])[O:11][C:12]([CH3:15])([CH3:14])[CH3:13])[CH:5]=[N:6][CH:7]=1, predict the reactants needed to synthesize it. (3) Given the product [Cl:1][C:2]1[CH:29]=[CH:28][C:5]([O:6][C:7]2[CH:12]=[CH:11][C:10](/[C:13](/[C:15]3[CH:20]=[C:19]([O:21][CH3:22])[C:18]([Cl:23])=[CH:17][C:16]=3[F:24])=[N:31]/[OH:32])=[C:9]([CH2:25][CH2:26][CH3:27])[CH:8]=2)=[CH:4][CH:3]=1, predict the reactants needed to synthesize it. The reactants are: [Cl:1][C:2]1[CH:29]=[CH:28][C:5]([O:6][C:7]2[CH:12]=[CH:11][C:10]([C:13]([C:15]3[CH:20]=[C:19]([O:21][CH3:22])[C:18]([Cl:23])=[CH:17][C:16]=3[F:24])=O)=[C:9]([CH2:25][CH2:26][CH3:27])[CH:8]=2)=[CH:4][CH:3]=1.Cl.[NH2:31][OH:32].C([O-])(=O)C.[Na+]. (4) Given the product [CH3:1][O:2][C:3]1[C:4](=[O:23])[C:5]([CH3:22])=[C:6]([CH2:12][C:13]2[CH:14]=[CH:15][C:16]([C:17]([N:24]3[CH2:29][CH2:28][S:27][CH2:26][CH2:25]3)=[O:18])=[CH:20][CH:21]=2)[C:7](=[O:11])[C:8]=1[O:9][CH3:10], predict the reactants needed to synthesize it. The reactants are: [CH3:1][O:2][C:3]1[C:4](=[O:23])[C:5]([CH3:22])=[C:6]([CH2:12][C:13]2[CH:21]=[CH:20][C:16]([C:17](O)=[O:18])=[CH:15][CH:14]=2)[C:7](=[O:11])[C:8]=1[O:9][CH3:10].[NH:24]1[CH2:29][CH2:28][S:27][CH2:26][CH2:25]1. (5) Given the product [ClH:1].[F:21][C:17]1[CH:16]=[C:15]([N:7]2[C:8]3[CH:14]=[CH:13][CH:12]=[CH:11][C:9]=3[S:10][CH:5]([CH2:4][CH2:3][CH2:2][NH:25][CH3:24])[S:6]2(=[O:23])=[O:22])[CH:20]=[CH:19][CH:18]=1, predict the reactants needed to synthesize it. The reactants are: [Cl:1][CH2:2][CH2:3][CH2:4][CH:5]1[S:10][C:9]2[CH:11]=[CH:12][CH:13]=[CH:14][C:8]=2[N:7]([C:15]2[CH:20]=[CH:19][CH:18]=[C:17]([F:21])[CH:16]=2)[S:6]1(=[O:23])=[O:22].[CH3:24][NH2:25].Cl. (6) Given the product [CH2:1]([C:5]1([CH2:29][CH2:30][CH2:31][CH3:32])[NH:11][CH:10]([C:12]2[CH:13]=[CH:14][C:15]([OH:18])=[CH:16][CH:17]=2)[C:9]2[CH:20]=[C:21]([N:24]([CH3:26])[CH3:25])[CH:22]=[CH:23][C:8]=2[S:7](=[O:27])(=[O:28])[CH2:6]1)[CH2:2][CH2:3][CH3:4], predict the reactants needed to synthesize it. The reactants are: [CH2:1]([C:5]1([CH2:29][CH2:30][CH2:31][CH3:32])[NH:11][CH:10]([C:12]2[CH:17]=[CH:16][C:15]([O:18]C)=[CH:14][CH:13]=2)[C:9]2[CH:20]=[C:21]([N:24]([CH3:26])[CH3:25])[CH:22]=[CH:23][C:8]=2[S:7](=[O:28])(=[O:27])[CH2:6]1)[CH2:2][CH2:3][CH3:4].B(Br)(Br)Br. (7) Given the product [CH3:1][O:2][C:3]1[CH:8]=[CH:7][C:6]([N:9]([CH3:27])[C:10]([N:12]2[CH2:17][CH2:16][CH:15]([C:18](=[O:26])[C:19]3[CH:24]=[CH:23][C:22]([C:33]4[CH:32]=[N:31][N:30]([CH2:28][CH3:29])[CH:34]=4)=[CH:21][CH:20]=3)[CH2:14][CH2:13]2)=[O:11])=[CH:5][CH:4]=1, predict the reactants needed to synthesize it. The reactants are: [CH3:1][O:2][C:3]1[CH:8]=[CH:7][C:6]([N:9]([CH3:27])[C:10]([N:12]2[CH2:17][CH2:16][CH:15]([C:18](=[O:26])[C:19]3[CH:24]=[CH:23][C:22](Br)=[CH:21][CH:20]=3)[CH2:14][CH2:13]2)=[O:11])=[CH:5][CH:4]=1.[CH2:28]([N:30]1[CH:34]=[C:33](B2OC(C)(C)C(C)(C)O2)[CH:32]=[N:31]1)[CH3:29].C(=O)([O-])[O-].[Cs+].[Cs+].ClCCl. (8) The reactants are: [CH2:1]([O:3][C:4]([C:6]1[C:7]([OH:23])=[C:8]2[CH:16]=[CH:15][N:14]([C:17]3[CH:22]=[CH:21][CH:20]=[CH:19][CH:18]=3)[C:9]2=[C:10]([C:12]#[N:13])[N:11]=1)=[O:5])[CH3:2].[C:24](OC(=O)C)(=[O:26])[CH3:25].C(N(CC)CC)C. Given the product [CH2:1]([O:3][C:4]([C:6]1[C:7]([O:23][C:24](=[O:26])[CH3:25])=[C:8]2[CH:16]=[CH:15][N:14]([C:17]3[CH:18]=[CH:19][CH:20]=[CH:21][CH:22]=3)[C:9]2=[C:10]([C:12]#[N:13])[N:11]=1)=[O:5])[CH3:2], predict the reactants needed to synthesize it. (9) The reactants are: N1[C:9]2[C:4](=[CH:5][CH:6]=[CH:7][CH:8]=2)[C:3]2([C:21]3[C:12](=[CH:13][C:14]4[O:19][CH2:18][CH2:17][O:16][C:15]=4[CH:20]=3)[O:11][CH2:10]2)[C:2]1=[O:22].N1C2C(=CC=CC=2)[C:25]2([C:35]3=[CH:36][C:37]4OCO[C:38]=4[CH:42]=[C:34]3O[CH2:32]2)C1=O.BrCC1C=CC=CC=1[CH:52]([F:54])[F:53].CC1C=CC(S(OC[C@H]2COCCO2)(=O)=O)=CC=1. Given the product [F:53][CH:52]([F:54])[C:34]1[CH:42]=[CH:38][CH:37]=[CH:36][C:35]=1[CH2:25][CH:32]1[C:9]2[C:4](=[CH:5][CH:6]=[CH:7][CH:8]=2)[C:3]2([C:21]3[C:12](=[CH:13][C:14]4[O:19][CH2:18][CH2:17][O:16][C:15]=4[CH:20]=3)[O:11][CH2:10]2)[C:2]1=[O:22], predict the reactants needed to synthesize it. (10) The reactants are: C(P1(=O)OP(CCC)(=O)OP(CCC)(=O)O1)CC.[I:19][C:20]1[CH:25]=[CH:24][CH:23]=[CH:22][C:21]=1[CH2:26][CH2:27][NH2:28].[CH3:29][O:30][C:31](=[O:37])[CH:32]([CH3:36])[C:33](O)=[O:34].CCN(CC)CC.[OH-].[Na+]. Given the product [I:19][C:20]1[CH:25]=[CH:24][CH:23]=[CH:22][C:21]=1[CH2:26][CH2:27][NH:28][C:33](=[O:34])[CH:32]([CH3:36])[C:31]([O:30][CH3:29])=[O:37], predict the reactants needed to synthesize it.